Dataset: Forward reaction prediction with 1.9M reactions from USPTO patents (1976-2016). Task: Predict the product of the given reaction. Given the reactants [OH:1][C:2]1[C:11]2[C:6](=[CH:7][CH:8]=[CH:9][CH:10]=2)[C:5]([CH:12]=[O:13])=[CH:4][CH:3]=1.C(=O)([O-])[O-].[K+].[K+].Cl[CH2:21][CH2:22][OH:23], predict the reaction product. The product is: [OH:23][CH2:22][CH2:21][O:1][C:2]1[C:11]2[C:6](=[CH:7][CH:8]=[CH:9][CH:10]=2)[C:5]([CH:12]=[O:13])=[CH:4][CH:3]=1.